Dataset: Reaction yield outcomes from USPTO patents with 853,638 reactions. Task: Predict the reaction yield, written as a fraction of the theoretical maximum amount of product (1.0 means a 100% yield; for example, 0.34 means a 34% yield). (1) The reactants are [C:1]([C:5]1[CH:6]=[CH:7][C:8]([OH:14])=[C:9]([CH:13]=1)[C:10]([OH:12])=O)([CH3:4])([CH3:3])[CH3:2].[Cl:15][C:16]1[CH:22]=[C:21]([N+:23]([O-:25])=[O:24])[CH:20]=[CH:19][C:17]=1[NH2:18]. No catalyst specified. The product is [C:1]([C:5]1[CH:6]=[CH:7][C:8]([OH:14])=[C:9]([CH:13]=1)[C:10]([NH:18][C:17]1[CH:19]=[CH:20][C:21]([N+:23]([O-:25])=[O:24])=[CH:22][C:16]=1[Cl:15])=[O:12])([CH3:2])([CH3:3])[CH3:4]. The yield is 0.160. (2) The reactants are [CH3:1][C@H:2]1[CH2:6][CH2:5][CH2:4][N:3]1[C:7]([C:9]1[N:17]2[C:12]([CH2:13][O:14][CH2:15][CH2:16]2)=[C:11]([C:18]([OH:20])=O)[CH:10]=1)=[O:8].ON1C2C=CC=CC=2N=N1.Cl.C(N=C=NCCCN(C)C)C.Cl.[Cl:44][C:45]1[CH:46]=[C:47]([C@H:55]([NH2:58])[CH2:56][CH3:57])[CH:48]=[CH:49][C:50]=1[C:51]([F:54])([F:53])[F:52].C(N(CC)CC)C. The catalyst is CN(C)C=O. The product is [Cl:44][C:45]1[CH:46]=[C:47]([C@H:55]([NH:58][C:18]([C:11]2[CH:10]=[C:9]([C:7]([N:3]3[CH2:4][CH2:5][CH2:6][C@@H:2]3[CH3:1])=[O:8])[N:17]3[CH2:16][CH2:15][O:14][CH2:13][C:12]=23)=[O:20])[CH2:56][CH3:57])[CH:48]=[CH:49][C:50]=1[C:51]([F:53])([F:54])[F:52]. The yield is 0.730.